From a dataset of Full USPTO retrosynthesis dataset with 1.9M reactions from patents (1976-2016). Predict the reactants needed to synthesize the given product. Given the product [I:1][C:2]1[CH:6]=[C:5]([CH:7]2[CH2:12][CH2:11][N:10]([CH:13]3[CH2:14][O:15][CH2:16]3)[CH2:9][CH2:8]2)[N:4]([CH3:17])[N:3]=1, predict the reactants needed to synthesize it. The reactants are: [I:1][C:2]1[CH:6]=[C:5]([CH:7]2[CH2:12][CH2:11][N:10]([CH:13]3[CH2:16][O:15][CH2:14]3)[CH2:9][CH2:8]2)[N:4]([CH:17](C)C)[N:3]=1.IC1C=C(C2CCNCC2)N(C)N=1.